From a dataset of Full USPTO retrosynthesis dataset with 1.9M reactions from patents (1976-2016). Predict the reactants needed to synthesize the given product. (1) The reactants are: F[C:2]1[C:3]([CH3:22])=[N:4][C:5]2[C:10]([N:11]=1)=[C:9]([C:12]1[NH:20][C:19]3[CH2:18][CH2:17][NH:16][C:15](=[O:21])[C:14]=3[CH:13]=1)[CH:8]=[CH:7][CH:6]=2.[CH2:23]([NH2:25])[CH3:24].O. Given the product [CH2:23]([NH:25][C:2]1[C:3]([CH3:22])=[N:4][C:5]2[C:10]([N:11]=1)=[C:9]([C:12]1[NH:20][C:19]3[CH2:18][CH2:17][NH:16][C:15](=[O:21])[C:14]=3[CH:13]=1)[CH:8]=[CH:7][CH:6]=2)[CH3:24], predict the reactants needed to synthesize it. (2) Given the product [Si:1]([O:8][CH2:9][C@H:10]1[CH2:19][C:18]2[C:13](=[CH:14][CH:15]=[CH:16][C:17]=2[CH2:20][CH2:21][C:22]([O:24][CH2:25][CH3:26])=[O:23])[C@H:12]([CH3:27])[N:11]1[C:28]([O:30][C:31]([CH3:33])([CH3:32])[CH3:34])=[O:29])([C:4]([CH3:7])([CH3:5])[CH3:6])([CH3:3])[CH3:2], predict the reactants needed to synthesize it. The reactants are: [Si:1]([O:8][CH2:9][C@H:10]1[CH2:19][C:18]2[C:13](=[CH:14][CH:15]=[CH:16][C:17]=2/[CH:20]=[CH:21]/[C:22]([O:24][CH2:25][CH3:26])=[O:23])[C@H:12]([CH3:27])[N:11]1[C:28]([O:30][C:31]([CH3:34])([CH3:33])[CH3:32])=[O:29])([C:4]([CH3:7])([CH3:6])[CH3:5])([CH3:3])[CH3:2]. (3) Given the product [C:28]([O:27][C:25]([N:9]([CH2:8][CH2:7][S:6][S:5][C:1]([CH3:4])([CH3:3])[CH3:2])[CH2:12][CH2:11][C:10]([O:14][CH3:15])=[O:13])=[O:26])([CH3:31])([CH3:30])[CH3:29], predict the reactants needed to synthesize it. The reactants are: [C:1]([S:5][S:6][CH2:7][CH2:8][NH2:9])([CH3:4])([CH3:3])[CH3:2].[C:10]([O:14][CH3:15])(=[O:13])[CH:11]=[CH2:12].CCN(C(C)C)C(C)C.[C:25](OC([O-])=O)([O:27][C:28]([CH3:31])([CH3:30])[CH3:29])=[O:26].[Cl-].[NH4+]. (4) Given the product [F:46][C:37]1[CH:38]=[C:39]([S:42]([CH3:45])(=[O:43])=[O:44])[CH:40]=[CH:41][C:36]=1[N:33]1[C:29]2=[N:30][CH:31]=[N:32][CH:27]=[C:28]2[CH:35]=[N:34]1, predict the reactants needed to synthesize it. The reactants are: C(OC(N1CCCCC1)=O)(C)C.C(OC(N1CCC(S[C:27]2[N:32]=[CH:31][N:30]=[C:29]3[N:33]([C:36]4[CH:41]=[CH:40][C:39]([S:42]([CH3:45])(=[O:44])=[O:43])=[CH:38][C:37]=4[F:46])[N:34]=[CH:35][C:28]=23)CC1)=O)(C)(C)C.Cl.Cl.FC1C=C(S(C)(=O)=O)C=CC=1N1C2=NC=NC(SC3CCNCC3)=C2C=N1.C(N(CC)CC)C.ClC(OC(C)C)=O. (5) Given the product [CH:1]([O:4][C:5]1[N:10]=[C:9]([C:11]2[C:19]3[C:14](=[CH:15][CH:16]=[C:17]([C:20]4[S:21][C:22]([NH:39][CH:40]5[CH2:45][CH2:44][CH2:43][N:42]([C:46]([O:48][C:49]([CH3:52])([CH3:51])[CH3:50])=[O:47])[CH2:41]5)=[N:23][N:24]=4)[CH:18]=3)[N:13]([S:29]([C:32]3[CH:38]=[CH:37][C:35]([CH3:36])=[CH:34][CH:33]=3)(=[O:31])=[O:30])[CH:12]=2)[CH:8]=[CH:7][CH:6]=1)([CH3:2])[CH3:3], predict the reactants needed to synthesize it. The reactants are: [CH:1]([O:4][C:5]1[N:10]=[C:9]([C:11]2[C:19]3[C:14](=[CH:15][CH:16]=[C:17]([C:20]4[S:21][C:22](S(C)(=O)=O)=[N:23][N:24]=4)[CH:18]=3)[N:13]([S:29]([C:32]3[CH:38]=[CH:37][C:35]([CH3:36])=[CH:34][CH:33]=3)(=[O:31])=[O:30])[CH:12]=2)[CH:8]=[CH:7][CH:6]=1)([CH3:3])[CH3:2].[NH2:39][CH:40]1[CH2:45][CH2:44][CH2:43][N:42]([C:46]([O:48][C:49]([CH3:52])([CH3:51])[CH3:50])=[O:47])[CH2:41]1. (6) Given the product [CH2:1]([N:8]([CH2:33][C:34]1[CH:35]=[CH:36][CH:37]=[CH:38][CH:39]=1)[C@@H:9]([C@H:20]([CH2:28][CH:29]([OH:32])[CH2:30][O:31][S:41]([CH3:40])(=[O:43])=[O:42])[C:21]([O:23][C:24]([CH3:27])([CH3:26])[CH3:25])=[O:22])[C:10]([O:12][CH2:13][C:14]1[CH:19]=[CH:18][CH:17]=[CH:16][CH:15]=1)=[O:11])[C:2]1[CH:7]=[CH:6][CH:5]=[CH:4][CH:3]=1, predict the reactants needed to synthesize it. The reactants are: [CH2:1]([N:8]([CH2:33][C:34]1[CH:39]=[CH:38][CH:37]=[CH:36][CH:35]=1)[C@@H:9]([C@H:20]([CH2:28][CH:29]([OH:32])[CH2:30][OH:31])[C:21]([O:23][C:24]([CH3:27])([CH3:26])[CH3:25])=[O:22])[C:10]([O:12][CH2:13][C:14]1[CH:19]=[CH:18][CH:17]=[CH:16][CH:15]=1)=[O:11])[C:2]1[CH:7]=[CH:6][CH:5]=[CH:4][CH:3]=1.[CH3:40][S:41](Cl)(=[O:43])=[O:42].C(O)(=O)CC(CC(O)=O)(C(O)=O)O. (7) The reactants are: CC(=C(C)C)C.[F:7][C:8]([F:51])([F:50])[C:9]1[CH:10]=[C:11]([C@H:19]([O:21][C@H:22]2[CH2:26][N:25]([C:27]([O:29][C:30]([CH3:33])([CH3:32])[CH3:31])=[O:28])[C@@H:24]([C:34]([C:39]([O:41][CH3:42])=[O:40])([CH3:38])[CH2:35][CH:36]=[CH2:37])[C@@H:23]2[C:43]2[CH:48]=[CH:47][C:46]([F:49])=[CH:45][CH:44]=2)[CH3:20])[CH:12]=[C:13]([C:15]([F:18])([F:17])[F:16])[CH:14]=1.[OH:52]O.[OH-].[Na+]. Given the product [F:18][C:15]([F:16])([F:17])[C:13]1[CH:12]=[C:11]([C@H:19]([O:21][C@H:22]2[CH2:26][N:25]([C:27]([O:29][C:30]([CH3:32])([CH3:31])[CH3:33])=[O:28])[C@@H:24]([C:34]([C:39]([O:41][CH3:42])=[O:40])([CH3:38])[CH2:35][CH2:36][CH2:37][OH:52])[C@@H:23]2[C:43]2[CH:48]=[CH:47][C:46]([F:49])=[CH:45][CH:44]=2)[CH3:20])[CH:10]=[C:9]([C:8]([F:7])([F:50])[F:51])[CH:14]=1, predict the reactants needed to synthesize it.